Dataset: Full USPTO retrosynthesis dataset with 1.9M reactions from patents (1976-2016). Task: Predict the reactants needed to synthesize the given product. (1) Given the product [CH3:1][N:2]([CH3:20])[C:3]1[CH:8]=[CH:7][C:6]([N:9]2[C:14](=[O:15])[CH:13]=[CH:12][C:11]([C:16]([OH:18])=[O:17])=[CH:10]2)=[CH:5][CH:4]=1, predict the reactants needed to synthesize it. The reactants are: [CH3:1][N:2]([CH3:20])[C:3]1[CH:8]=[CH:7][C:6]([N:9]2[C:14](=[O:15])[CH:13]=[CH:12][C:11]([C:16]([O:18]C)=[O:17])=[CH:10]2)=[CH:5][CH:4]=1.[OH-].[Li+]. (2) Given the product [CH3:18][O:19][N:20]=[C:5]1[C:6]2([CH2:8][CH2:7]2)[CH2:9][O:10][C:11]2[C:4]1=[CH:3][C:2]([OH:1])=[C:13]([CH3:14])[C:12]=2[CH3:15], predict the reactants needed to synthesize it. The reactants are: [OH:1][C:2]1[CH:3]=[C:4]2[C:11](=[C:12]([CH3:15])[C:13]=1[CH3:14])[O:10][CH2:9][C:6]1([CH2:8][CH2:7]1)[C:5]2=O.Cl.[CH3:18][O:19][NH2:20]. (3) The reactants are: [Cl:1][C:2]1[CH:7]=[CH:6][C:5]([NH:8][C:9]2[N:17]=[CH:16][CH:15]=[CH:14][C:10]=2[C:11]([OH:13])=O)=[CH:4][C:3]=1[O:18][CH3:19].[CH3:20][C:21]([NH2:25])([C:23]#[CH:24])[CH3:22].C1C=CC2N(O)N=NC=2C=1.CCN=C=NCCCN(C)C.CCN(C(C)C)C(C)C. Given the product [Cl:1][C:2]1[CH:7]=[CH:6][C:5]([NH:8][C:9]2[N:17]=[CH:16][CH:15]=[CH:14][C:10]=2[C:11]([NH:25][C:21]([CH3:22])([C:23]#[CH:24])[CH3:20])=[O:13])=[CH:4][C:3]=1[O:18][CH3:19], predict the reactants needed to synthesize it. (4) Given the product [Cl:17][C:11]1[C:10]([C:2]2[NH:3][C:4]3[CH:9]=[CH:8][CH:7]=[CH:6][C:5]=3[N:1]=2)=[N:15][CH:14]=[CH:13][N:12]=1, predict the reactants needed to synthesize it. The reactants are: [NH:1]1[C:5]2[CH:6]=[CH:7][CH:8]=[CH:9][C:4]=2[N:3]=[C:2]1[C:10]1[C:11](N)=[N:12][CH:13]=[CH:14][N:15]=1.[ClH:17].N([O-])=O.[Na+].C([O-])([O-])=O.[K+].[K+]. (5) Given the product [CH2:1]([N:8]1[C:16]2[C:15]3=[N:17][C@H:18]([CH2:20][C:21]4[CH:26]=[CH:25][CH:24]=[CH:23][CH:22]=4)[CH2:19][N:14]3[C:13](=[O:33])[NH:12][C:11]=2[N:10]=[C:9]1[CH:28]1[CH2:32][CH2:31][CH2:30][CH2:29]1)[C:2]1[CH:7]=[CH:6][CH:5]=[CH:4][CH:3]=1, predict the reactants needed to synthesize it. The reactants are: [CH2:1]([N:8]1[C:16]2[C:15]3=[N:17][C@H:18]([CH2:20][C:21]4[CH:26]=[CH:25][CH:24]=[CH:23][CH:22]=4)[CH2:19][N:14]3[C:13](Cl)=[N:12][C:11]=2[N:10]=[C:9]1[CH:28]1[CH2:32][CH2:31][CH2:30][CH2:29]1)[C:2]1[CH:7]=[CH:6][CH:5]=[CH:4][CH:3]=1.[OH-:33].[Na+]. (6) Given the product [CH3:1][C:2]1[C:3]([NH:8][S:9]([C:12]2[S:13][C:14]([CH3:41])=[CH:15][C:16]=2[C:17]2[CH:22]=[CH:21][C:20]([CH2:23][N:24]3[C:32]4[CH:31]=[C:30]([CH3:33])[N:29]=[C:28]([CH2:34][CH3:35])[C:27]=4[C:26]([CH2:36][CH3:37])=[N:25]3)=[CH:19][C:18]=2[CH2:38][O:39][CH3:40])(=[O:10])=[O:11])=[N:4][O:5][C:6]=1[CH3:7], predict the reactants needed to synthesize it. The reactants are: [CH3:1][C:2]1[C:3]([N:8](COCCOC)[S:9]([C:12]2[S:13][C:14]([CH3:41])=[CH:15][C:16]=2[C:17]2[CH:22]=[CH:21][C:20]([CH2:23][N:24]3[C:32]4[CH:31]=[C:30]([CH3:33])[N:29]=[C:28]([CH2:34][CH3:35])[C:27]=4[C:26]([CH2:36][CH3:37])=[N:25]3)=[CH:19][C:18]=2[CH2:38][O:39][CH3:40])(=[O:11])=[O:10])=[N:4][O:5][C:6]=1[CH3:7].Cl.